This data is from Peptide-MHC class I binding affinity with 185,985 pairs from IEDB/IMGT. The task is: Regression. Given a peptide amino acid sequence and an MHC pseudo amino acid sequence, predict their binding affinity value. This is MHC class I binding data. (1) The peptide sequence is GVFPINESF. The MHC is HLA-B15:17 with pseudo-sequence HLA-B15:17. The binding affinity (normalized) is 0.723. (2) The peptide sequence is YSLAGSSPF. The MHC is HLA-A02:06 with pseudo-sequence HLA-A02:06. The binding affinity (normalized) is 0.820. (3) The peptide sequence is FPHCLAFSYM. The MHC is Patr-A0701 with pseudo-sequence Patr-A0701. The binding affinity (normalized) is 0.476.